Dataset: Forward reaction prediction with 1.9M reactions from USPTO patents (1976-2016). Task: Predict the product of the given reaction. (1) Given the reactants [CH2:1]([O:3][C:4](=[O:24])[C:5]1[CH:10]=[CH:9][C:8]([NH:11][C:12]2[N:16]=[CH:15][N:14]([C:17]3[CH:22]=[CH:21][N:20]=[C:19](Cl)[CH:18]=3)[N:13]=2)=[CH:7][CH:6]=1)[CH3:2].[CH3:25][C@H:26]1[NH:31][C@@H:30]([CH3:32])[CH2:29][NH:28][CH2:27]1.CCN(C(C)C)C(C)C.[C:42](OC(=O)C)(=[O:44])[CH3:43], predict the reaction product. The product is: [CH2:1]([O:3][C:4](=[O:24])[C:5]1[CH:10]=[CH:9][C:8]([NH:11][C:12]2[N:16]=[CH:15][N:14]([C:17]3[CH:22]=[CH:21][N:20]=[C:19]([N:28]4[CH2:29][CH:30]([CH3:32])[N:31]([C:42](=[O:44])[CH3:43])[CH:26]([CH3:25])[CH2:27]4)[CH:18]=3)[N:13]=2)=[CH:7][CH:6]=1)[CH3:2]. (2) Given the reactants C([N:8]1[CH:12]=[N:11][C:10]([NH:13][C:14]2[CH:19]=[C:18]([Cl:20])[CH:17]=[C:16]([Cl:21])[CH:15]=2)=[N:9]1)C1C=CC=CC=1.Cl, predict the reaction product. The product is: [Cl:21][C:16]1[CH:15]=[C:14]([NH:13][C:10]2[N:11]=[CH:12][NH:8][N:9]=2)[CH:19]=[C:18]([Cl:20])[CH:17]=1. (3) Given the reactants [OH:1][CH:2]1[CH2:6][CH2:5][N:4]([C:7]([C:9]2[CH:14]=[C:13]([S:15]([CH3:18])(=[O:17])=[O:16])[CH:12]=[CH:11][C:10]=2[O:19][CH:20]([CH3:22])[CH3:21])=[O:8])[CH2:3]1.[F:23][C:24]1[CH:29]=[CH:28][C:27]([C:30]([F:33])([F:32])[F:31])=[CH:26][C:25]=1O, predict the reaction product. The product is: [F:23][C:24]1[CH:25]=[CH:26][C:27]([C:30]([F:31])([F:32])[F:33])=[CH:28][C:29]=1[O:1][CH:2]1[CH2:6][CH2:5][N:4]([C:7]([C:9]2[CH:14]=[C:13]([S:15]([CH3:18])(=[O:17])=[O:16])[CH:12]=[CH:11][C:10]=2[O:19][CH:20]([CH3:22])[CH3:21])=[O:8])[CH2:3]1. (4) Given the reactants [Cl:1][C:2]1[NH:3][CH:4]=[C:5]([N+:7]([O-:9])=[O:8])[N:6]=1.C([O-])([O-])=O.[K+].[K+].[C:16]([Si:20]([CH3:27])([CH3:26])[O:21][CH2:22][C@@H:23]1[CH2:25][O:24]1)([CH3:19])([CH3:18])[CH3:17], predict the reaction product. The product is: [C:16]([Si:20]([CH3:27])([CH3:26])[O:21][CH2:22][C@@H:23]([OH:24])[CH2:25][N:3]1[CH:4]=[C:5]([N+:7]([O-:9])=[O:8])[N:6]=[C:2]1[Cl:1])([CH3:17])([CH3:19])[CH3:18]. (5) Given the reactants [NH2:1][C:2]1[CH:3]=[C:4]2[C:9](=[CH:10][CH:11]=1)[N:8]=[CH:7][C:6]([C:12]#[N:13])=[C:5]2[NH:14][C:15]1[CH:20]=[CH:19][C:18]([F:21])=[C:17]([Cl:22])[CH:16]=1.[N+:23]([C:26]1[O:30][C:29]([CH:31]=O)=[CH:28][CH:27]=1)([O-:25])=[O:24].[BH3-]C#N.[Na+], predict the reaction product. The product is: [Cl:22][C:17]1[CH:16]=[C:15]([NH:14][C:5]2[C:4]3[C:9](=[CH:10][CH:11]=[C:2]([NH:1][CH2:31][C:29]4[O:30][C:26]([N+:23]([O-:25])=[O:24])=[CH:27][CH:28]=4)[CH:3]=3)[N:8]=[CH:7][C:6]=2[C:12]#[N:13])[CH:20]=[CH:19][C:18]=1[F:21]. (6) Given the reactants [NH2:1][C:2]1[CH:18]=[CH:17][C:5]2[CH2:6][CH2:7][N:8]([CH2:11][C:12]([N:14]([CH3:16])[CH3:15])=[O:13])[CH2:9][CH2:10][C:4]=2[CH:3]=1.Cl[C:20]1[N:25]=[C:24]([NH:26][C:27]2[CH:32]=[CH:31][C:30]([N:33]3[CH2:38][CH2:37][O:36][CH2:35][CH2:34]3)=[CH:29][C:28]=2[O:39][CH3:40])[C:23]([Cl:41])=[CH:22][N:21]=1, predict the reaction product. The product is: [Cl:41][C:23]1[C:24]([NH:26][C:27]2[CH:32]=[CH:31][C:30]([N:33]3[CH2:34][CH2:35][O:36][CH2:37][CH2:38]3)=[CH:29][C:28]=2[O:39][CH3:40])=[N:25][C:20]([NH:1][C:2]2[CH:18]=[CH:17][C:5]3[CH2:6][CH2:7][N:8]([CH2:11][C:12]([N:14]([CH3:15])[CH3:16])=[O:13])[CH2:9][CH2:10][C:4]=3[CH:3]=2)=[N:21][CH:22]=1.